Dataset: CYP3A4 inhibition data for predicting drug metabolism from PubChem BioAssay. Task: Regression/Classification. Given a drug SMILES string, predict its absorption, distribution, metabolism, or excretion properties. Task type varies by dataset: regression for continuous measurements (e.g., permeability, clearance, half-life) or binary classification for categorical outcomes (e.g., BBB penetration, CYP inhibition). Dataset: cyp3a4_veith. The drug is COc1ccc(OCC(=O)N/N=C/c2ccc(O[C@@H]3O[C@H](CO)[C@@H](O)[C@H](O)[C@H]3O)cc2)cc1. The result is 0 (non-inhibitor).